Dataset: NCI-60 drug combinations with 297,098 pairs across 59 cell lines. Task: Regression. Given two drug SMILES strings and cell line genomic features, predict the synergy score measuring deviation from expected non-interaction effect. (1) Drug 1: CCC1(CC2CC(C3=C(CCN(C2)C1)C4=CC=CC=C4N3)(C5=C(C=C6C(=C5)C78CCN9C7C(C=CC9)(C(C(C8N6C=O)(C(=O)OC)O)OC(=O)C)CC)OC)C(=O)OC)O.OS(=O)(=O)O. Drug 2: CNC(=O)C1=NC=CC(=C1)OC2=CC=C(C=C2)NC(=O)NC3=CC(=C(C=C3)Cl)C(F)(F)F. Cell line: M14. Synergy scores: CSS=1.08, Synergy_ZIP=-0.643, Synergy_Bliss=-1.45, Synergy_Loewe=-0.434, Synergy_HSA=-2.22. (2) Drug 1: CC12CCC(CC1=CCC3C2CCC4(C3CC=C4C5=CN=CC=C5)C)O. Drug 2: CC1=C(C(=O)C2=C(C1=O)N3CC4C(C3(C2COC(=O)N)OC)N4)N. Cell line: HT29. Synergy scores: CSS=40.1, Synergy_ZIP=1.37, Synergy_Bliss=4.00, Synergy_Loewe=-2.08, Synergy_HSA=5.34. (3) Drug 1: C1=C(C(=O)NC(=O)N1)N(CCCl)CCCl. Drug 2: CS(=O)(=O)CCNCC1=CC=C(O1)C2=CC3=C(C=C2)N=CN=C3NC4=CC(=C(C=C4)OCC5=CC(=CC=C5)F)Cl. Cell line: HOP-92. Synergy scores: CSS=33.9, Synergy_ZIP=-5.43, Synergy_Bliss=0.890, Synergy_Loewe=1.15, Synergy_HSA=1.53. (4) Drug 1: COC1=C(C=C2C(=C1)N=CN=C2NC3=CC(=C(C=C3)F)Cl)OCCCN4CCOCC4. Drug 2: COC1=C2C(=CC3=C1OC=C3)C=CC(=O)O2. Cell line: SK-MEL-2. Synergy scores: CSS=14.3, Synergy_ZIP=-2.98, Synergy_Bliss=-0.296, Synergy_Loewe=-5.95, Synergy_HSA=-0.670. (5) Drug 1: CC12CCC(CC1=CCC3C2CCC4(C3CC=C4C5=CN=CC=C5)C)O. Synergy scores: CSS=-0.127, Synergy_ZIP=-0.0919, Synergy_Bliss=-0.725, Synergy_Loewe=-6.48, Synergy_HSA=-3.91. Drug 2: CC(C)NC(=O)C1=CC=C(C=C1)CNNC.Cl. Cell line: PC-3. (6) Drug 1: C1CCC(CC1)NC(=O)N(CCCl)N=O. Drug 2: C1CN(P(=O)(OC1)NCCCl)CCCl. Cell line: SK-MEL-28. Synergy scores: CSS=12.7, Synergy_ZIP=-3.60, Synergy_Bliss=0.330, Synergy_Loewe=-1.54, Synergy_HSA=-1.29. (7) Drug 1: CC12CCC(CC1=CCC3C2CCC4(C3CC=C4C5=CN=CC=C5)C)O. Drug 2: C(=O)(N)NO. Cell line: HL-60(TB). Synergy scores: CSS=49.0, Synergy_ZIP=2.19, Synergy_Bliss=4.02, Synergy_Loewe=-1.03, Synergy_HSA=-1.02. (8) Cell line: SK-MEL-28. Drug 2: CN(CC1=CN=C2C(=N1)C(=NC(=N2)N)N)C3=CC=C(C=C3)C(=O)NC(CCC(=O)O)C(=O)O. Drug 1: C1=CC(=CC=C1CCCC(=O)O)N(CCCl)CCCl. Synergy scores: CSS=9.45, Synergy_ZIP=-4.08, Synergy_Bliss=0.00721, Synergy_Loewe=-5.56, Synergy_HSA=-3.22. (9) Drug 1: C1CC(C1)(C(=O)O)C(=O)O.[NH2-].[NH2-].[Pt+2]. Drug 2: CC1C(C(CC(O1)OC2CC(CC3=C2C(=C4C(=C3O)C(=O)C5=CC=CC=C5C4=O)O)(C(=O)C)O)N)O. Cell line: UO-31. Synergy scores: CSS=54.9, Synergy_ZIP=-4.10, Synergy_Bliss=-2.41, Synergy_Loewe=0.167, Synergy_HSA=1.03. (10) Drug 1: C1CCN(CC1)CCOC2=CC=C(C=C2)C(=O)C3=C(SC4=C3C=CC(=C4)O)C5=CC=C(C=C5)O. Drug 2: CN(CC1=CN=C2C(=N1)C(=NC(=N2)N)N)C3=CC=C(C=C3)C(=O)NC(CCC(=O)O)C(=O)O. Cell line: SK-MEL-28. Synergy scores: CSS=-1.24, Synergy_ZIP=3.59, Synergy_Bliss=5.91, Synergy_Loewe=-7.11, Synergy_HSA=-1.88.